The task is: Predict the reaction yield, written as a fraction of the theoretical maximum amount of product (1.0 means a 100% yield; for example, 0.34 means a 34% yield).. This data is from Reaction yield outcomes from USPTO patents with 853,638 reactions. (1) The reactants are [C:1](Cl)(=[O:5])/[CH:2]=[CH:3]/[CH3:4].Cl.[CH2:8]([O:10][C:11]([C:13]1[CH:17]=[C:16]([CH2:18][NH:19][CH2:20][C:21]2[CH:26]=[CH:25][C:24]([O:27][C:28]([F:31])([F:30])[F:29])=[CH:23][CH:22]=2)O[CH:14]=1)=[O:12])[CH3:9].C(N(C(C)C)CC)(C)C.CS(O)(=O)=O. The catalyst is C1(C)C=CC=CC=1. The product is [CH2:8]([O:10][C:11]([C:13]1[CH:17]=[C:16]2[C:2](=[C:3]([CH3:4])[CH:14]=1)[C:1](=[O:5])[N:19]([CH2:20][C:21]1[CH:26]=[CH:25][C:24]([O:27][C:28]([F:31])([F:30])[F:29])=[CH:23][CH:22]=1)[CH2:18]2)=[O:12])[CH3:9]. The yield is 0.730. (2) The reactants are [CH2:1]([C:8]1[S:9][C:10]([CH3:29])=[C:11]([CH3:28])[C:12]=1[C:13]([C:15]1[CH:20]=[CH:19][C:18]([O:21]C)=[C:17]([CH:23]2[CH2:27][CH2:26][CH2:25][CH2:24]2)[CH:16]=1)=O)[C:2]1[CH:7]=[CH:6][CH:5]=[CH:4][CH:3]=1.B(Br)(Br)Br.O. The catalyst is C(Cl)Cl. The product is [CH:23]1([C:17]2[CH:16]=[C:15]([C:13]3[C:12]4[C:11]([CH3:28])=[C:10]([CH3:29])[S:9][C:8]=4[CH:1]=[C:2]4[C:7]=3[CH:6]=[CH:5][CH:4]=[CH:3]4)[CH:20]=[CH:19][C:18]=2[OH:21])[CH2:27][CH2:26][CH2:25][CH2:24]1. The yield is 0.780.